From a dataset of TCR-epitope binding with 47,182 pairs between 192 epitopes and 23,139 TCRs. Binary Classification. Given a T-cell receptor sequence (or CDR3 region) and an epitope sequence, predict whether binding occurs between them. (1) The epitope is YVLDHLIVV. The TCR CDR3 sequence is CASSESLAVHEQFF. Result: 1 (the TCR binds to the epitope). (2) The TCR CDR3 sequence is CASSYGTYGYTF. The epitope is LLLGIGILV. Result: 0 (the TCR does not bind to the epitope).